From a dataset of Peptide-MHC class I binding affinity with 185,985 pairs from IEDB/IMGT. Regression. Given a peptide amino acid sequence and an MHC pseudo amino acid sequence, predict their binding affinity value. This is MHC class I binding data. (1) The MHC is Patr-A0901 with pseudo-sequence Patr-A0901. The binding affinity (normalized) is 0.821. The peptide sequence is RWVPGAVYA. (2) The peptide sequence is IEAGDEVFF. The MHC is HLA-B35:01 with pseudo-sequence HLA-B35:01. The binding affinity (normalized) is 0.0847. (3) The peptide sequence is RIRKDFGKR. The MHC is HLA-B15:01 with pseudo-sequence HLA-B15:01. The binding affinity (normalized) is 0.0847. (4) The binding affinity (normalized) is 0.444. The peptide sequence is LQYFNEWWK. The MHC is HLA-A23:01 with pseudo-sequence HLA-A23:01. (5) The peptide sequence is IMYDSGAKY. The MHC is HLA-A01:01 with pseudo-sequence HLA-A01:01. The binding affinity (normalized) is 0.0847. (6) The binding affinity (normalized) is 0.0847. The MHC is HLA-A31:01 with pseudo-sequence HLA-A31:01. The peptide sequence is YTVRGTGKY.